Dataset: Forward reaction prediction with 1.9M reactions from USPTO patents (1976-2016). Task: Predict the product of the given reaction. (1) Given the reactants [OH:1][C:2]1[C:7]([CH2:8][CH:9]=[C:10]([CH3:12])[CH3:11])=[C:6]([OH:13])[C:5]([CH2:14][CH:15]=[C:16]([CH3:18])[CH3:17])=[C:4]([OH:19])[C:3]=1[C:20](=[O:22])[CH3:21].C(=O)([O-])[O-].[K+].[K+].[F:29][C:30]1[CH:31]=[C:32]([CH:36]=[CH:37][C:38]=1[F:39])[C:33](Cl)=O, predict the reaction product. The product is: [F:29][C:30]1[CH:31]=[C:32]([C:33]2[O:1][C:2]3[C:7]([CH2:8][CH:9]=[C:10]([CH3:12])[CH3:11])=[C:6]([OH:13])[C:5]([CH2:14][CH:15]=[C:16]([CH3:17])[CH3:18])=[C:4]([OH:19])[C:3]=3[C:20](=[O:22])[CH:21]=2)[CH:36]=[CH:37][C:38]=1[F:39]. (2) Given the reactants [BH4-].[Na+].[CH:3]([CH:6]1[CH2:14][C:13]2[C:8](=[C:9]([C:15]3[CH:20]=[CH:19][C:18]([C:21]([CH3:24])([CH3:23])[CH3:22])=[CH:17][CH:16]=3)[CH:10]=[CH:11][CH:12]=2)[C:7]1=O)([CH3:5])[CH3:4].C1(C)C=CC=CC=1.S(=O)(=O)(O)O, predict the reaction product. The product is: [CH:3]([C:6]1[CH2:14][C:13]2[C:8]([CH:7]=1)=[C:9]([C:15]1[CH:20]=[CH:19][C:18]([C:21]([CH3:23])([CH3:22])[CH3:24])=[CH:17][CH:16]=1)[CH:10]=[CH:11][CH:12]=2)([CH3:5])[CH3:4]. (3) Given the reactants Cl.[NH:2]1[CH2:7][CH2:6][CH:5]([N:8]2[N:12]=[C:11]([CH2:13][O:14][C:15]3[CH:16]=[CH:17][C:18]([N:21]4[CH:25]=[N:24][N:23]=[N:22]4)=[N:19][CH:20]=3)[CH:10]=[N:9]2)[CH2:4][CH2:3]1.Cl[C:27]([O:29][CH2:30][CH:31]=[CH2:32])=[O:28], predict the reaction product. The product is: [N:21]1([C:18]2[N:19]=[CH:20][C:15]([O:14][CH2:13][C:11]3[CH:10]=[N:9][N:8]([CH:5]4[CH2:4][CH2:3][N:2]([C:27]([O:29][CH2:30][CH:31]=[CH2:32])=[O:28])[CH2:7][CH2:6]4)[N:12]=3)=[CH:16][CH:17]=2)[CH:25]=[N:24][N:23]=[N:22]1. (4) Given the reactants CC1(C)C2C(=C(P(C3C=CC=CC=3)C3C=CC=CC=3)C=CC=2)OC2C(P(C3C=CC=CC=3)C3C=CC=CC=3)=CC=CC1=2.C(=O)([O-])[O-].[Cs+].[Cs+].[CH3:49][N:50]1[CH:54]=[CH:53][C:52]([NH2:55])=[N:51]1.Cl[C:57]1[N:62]=[CH:61][C:60]2[CH:63]=[N:64][N:65]([CH2:66][C:67]3[CH:72]=[CH:71][CH:70]=[C:69]([N+:73]([O-:75])=[O:74])[CH:68]=3)[C:59]=2[CH:58]=1, predict the reaction product. The product is: [CH3:49][N:50]1[CH:54]=[CH:53][C:52]([NH:55][C:57]2[N:62]=[CH:61][C:60]3[CH:63]=[N:64][N:65]([CH2:66][C:67]4[CH:72]=[CH:71][CH:70]=[C:69]([N+:73]([O-:75])=[O:74])[CH:68]=4)[C:59]=3[CH:58]=2)=[N:51]1. (5) The product is: [CH3:9][O:11][C:12]([C:14]1[CH:15]=[CH:16][N:17]2[C:22]=1[C:21](=[O:23])[N:20]([CH2:24][C:25]1[CH:26]=[CH:27][CH:28]=[CH:29][CH:30]=1)[C:19]([CH:31]=[CH:3][N:4]([CH3:6])[CH3:5])=[N:18]2)=[O:13]. Given the reactants CO[CH:3](OC)[N:4]([CH3:6])[CH3:5].[CH2:9]([O:11][C:12]([C:14]1[CH:15]=[CH:16][N:17]2[C:22]=1[C:21](=[O:23])[N:20]([CH2:24][C:25]1[CH:30]=[CH:29][CH:28]=[CH:27][CH:26]=1)[C:19]([CH3:31])=[N:18]2)=[O:13])C, predict the reaction product. (6) The product is: [Si:1]([O:8][CH:9]1[CH2:14][CH2:13][CH2:12][N:11]([C:15]2[CH:20]=[CH:19][N:18]=[CH:17][C:16]=2[NH2:21])[CH2:10]1)([C:4]([CH3:7])([CH3:5])[CH3:6])([CH3:3])[CH3:2]. Given the reactants [Si:1]([O:8][CH:9]1[CH2:14][CH2:13][CH2:12][N:11]([C:15]2[CH:20]=[CH:19][N:18]=[CH:17][C:16]=2[N+:21]([O-])=O)[CH2:10]1)([C:4]([CH3:7])([CH3:6])[CH3:5])([CH3:3])[CH3:2], predict the reaction product. (7) The product is: [Br:1][C:2]1[CH:23]=[CH:22][C:5]([C:6]2[O:21][C:10]([C:11]3[CH:12]=[CH:13][C:14]([C:17]([CH3:19])([CH3:18])[CH3:20])=[CH:15][CH:16]=3)=[N:9][N:8]=2)=[CH:4][CH:3]=1. Given the reactants [Br:1][C:2]1[CH:23]=[CH:22][C:5]([C:6]([NH:8][NH:9][C:10](=[O:21])[C:11]2[CH:16]=[CH:15][C:14]([C:17]([CH3:20])([CH3:19])[CH3:18])=[CH:13][CH:12]=2)=O)=[CH:4][CH:3]=1.P(=O)(Cl)(Cl)Cl, predict the reaction product. (8) Given the reactants COC1C=C(OC)C=CC=1C[N:6]1[C:11](=[O:12])[C:10]([C:13]([OH:15])=[O:14])=[CH:9][C:8]2[CH2:16][CH2:17][CH2:18][CH2:19][C:20]3[CH:25]=[C:24]([N:26]([CH3:28])[CH3:27])[CH:23]=[CH:22][C:21]=3[C:7]1=2.[SiH](C(C)C)(C(C)C)C(C)C.C(O)(C(F)(F)F)=O, predict the reaction product. The product is: [CH3:27][N:26]([CH3:28])[C:24]1[CH:23]=[CH:22][C:21]2[C:7]3[NH:6][C:11](=[O:12])[C:10]([C:13]([OH:15])=[O:14])=[CH:9][C:8]=3[CH2:16][CH2:17][CH2:18][CH2:19][C:20]=2[CH:25]=1. (9) Given the reactants [OH:1][CH:2]([C:34]1[CH:39]=[CH:38][CH:37]=[CH:36][N:35]=1)[C:3]1[CH:4]=[C:5]([C:9]2[CH:10]=[C:11]3[C:17]([C:18]4[CH:23]=[CH:22][CH:21]=[CH:20][C:19]=4[O:24][CH3:25])=[N:16][N:15](COC(=O)C(C)(C)C)[C:12]3=[N:13][CH:14]=2)[CH:6]=[CH:7][CH:8]=1.[OH-].[Na+].Cl.C(=O)(O)[O-].[Na+], predict the reaction product. The product is: [CH3:25][O:24][C:19]1[CH:20]=[CH:21][CH:22]=[CH:23][C:18]=1[C:17]1[C:11]2[C:12](=[N:13][CH:14]=[C:9]([C:5]3[CH:4]=[C:3]([CH:2]([C:34]4[CH:39]=[CH:38][CH:37]=[CH:36][N:35]=4)[OH:1])[CH:8]=[CH:7][CH:6]=3)[CH:10]=2)[NH:15][N:16]=1. (10) Given the reactants [H-].[Na+].[OH:3][C:4]1[CH:5]=[C:6]([CH:9]=[CH:10][C:11]=1[N+:12]([O-])=O)[CH:7]=O.Cl[Sn]Cl.C(=O)(O)[O-].[Na+].[C:30]([CH:28]([CH:28]([C:30]([O-:32])=[O:31])O)O)([O-:32])=[O:31].[K+].[Na+].[CH2:35]1COC[CH2:36]1, predict the reaction product. The product is: [CH2:35]([O:32][C:30](=[O:31])/[CH:28]=[CH:7]/[C:6]1[CH:9]=[CH:10][C:11]([NH2:12])=[C:4]([OH:3])[CH:5]=1)[CH3:36].